Dataset: Catalyst prediction with 721,799 reactions and 888 catalyst types from USPTO. Task: Predict which catalyst facilitates the given reaction. (1) Reactant: ON1C2C=CC=CC=2N=N1.Cl.C(N=C=NCCCN(C)C)C.[CH3:23][N:24]1[CH2:29][CH2:28][NH:27][CH2:26][CH2:25]1.[C:30]1([C:36]2[N:37]([C:44]3[CH:45]=[N:46][CH:47]=[CH:48][CH:49]=3)[CH:38]=[C:39]([C:41]([OH:43])=O)[N:40]=2)[CH:35]=[CH:34][CH:33]=[CH:32][CH:31]=1. Product: [C:30]1([C:36]2[N:37]([C:44]3[CH:45]=[N:46][CH:47]=[CH:48][CH:49]=3)[CH:38]=[C:39]([C:41]([N:27]3[CH2:28][CH2:29][N:24]([CH3:23])[CH2:25][CH2:26]3)=[O:43])[N:40]=2)[CH:31]=[CH:32][CH:33]=[CH:34][CH:35]=1. The catalyst class is: 9. (2) Reactant: [CH2:1]([N:8]([CH2:21][C:22]1[CH:41]=[CH:40][C:25]([O:26][C:27]2[CH:39]=[CH:38][C:30]([O:31][CH2:32][CH2:33][CH2:34][C:35](O)=[O:36])=[CH:29][CH:28]=2)=[CH:24][CH:23]=1)[C:9]1[CH:14]=[CH:13][CH:12]=[C:11]([NH:15][S:16]([CH3:19])(=[O:18])=[O:17])[C:10]=1[CH3:20])[C:2]1[CH:7]=[CH:6][CH:5]=[CH:4][CH:3]=1.Cl.CN(C)CCCN=C=NCC.O.ON1C2C=CC=CC=2N=N1.Cl.[CH3:66][O:67][C:68](=[O:71])[CH2:69][NH2:70].C(N(CC)C(C)C)(C)C.Cl. Product: [CH2:1]([N:8]([CH2:21][C:22]1[CH:23]=[CH:24][C:25]([O:26][C:27]2[CH:28]=[CH:29][C:30]([O:31][CH2:32][CH2:33][CH2:34][C:35]([NH:70][CH2:69][C:68]([O:67][CH3:66])=[O:71])=[O:36])=[CH:38][CH:39]=2)=[CH:40][CH:41]=1)[C:9]1[CH:14]=[CH:13][CH:12]=[C:11]([NH:15][S:16]([CH3:19])(=[O:17])=[O:18])[C:10]=1[CH3:20])[C:2]1[CH:3]=[CH:4][CH:5]=[CH:6][CH:7]=1. The catalyst class is: 9. (3) The catalyst class is: 11. Reactant: N1C=CC=CC=1.[C:7]([O:10][C:11](=[O:13])[CH3:12])(=O)[CH3:8].O[C:15]1[C:16](C)=[C:17]([CH:21]=[C:22](C)[CH:23]=1)[C:18]([OH:20])=[O:19].CCCCCCC. Product: [C:11]([O:10][C:7]1[C:21]([CH3:22])=[C:17]([CH:16]=[C:15]([CH3:23])[CH:8]=1)[C:18]([OH:20])=[O:19])(=[O:13])[CH3:12]. (4) Reactant: [H-].[Al+3].[Li+].[H-].[H-].[H-].[C:7](OCC)(=[O:29])[CH:8]=[CH:9][CH:10]=[CH:11][CH:12]=[CH:13][CH:14]=[CH:15][CH:16]=[CH:17][CH:18]=[CH:19][CH2:20][CH2:21][CH2:22][CH2:23][CH2:24][CH2:25][CH2:26][CH2:27][CH3:28].C(OCC)(=O)C.[Cl-].[Na+]. Product: [CH:7]([OH:29])=[CH:8][CH:9]=[CH:10][CH:11]=[CH:12][CH:13]=[CH:14][CH:15]=[CH:16][CH:17]=[CH:18][CH2:19][CH2:20][CH2:21][CH2:22][CH2:23][CH2:24][CH2:25][CH2:26][CH2:27][CH3:28]. The catalyst class is: 27.